The task is: Predict the product of the given reaction.. This data is from Forward reaction prediction with 1.9M reactions from USPTO patents (1976-2016). (1) Given the reactants [CH3:1][O:2][C:3]1[CH:4]=[CH:5][C:6]2[NH:11][C:10]3[CH2:12][C:13]4([N:19]([NH:22]C(=O)C)[C:20](=[O:21])[C:9]=3[S:8][C:7]=2[CH:26]=1)[CH2:18][CH2:17][O:16][CH2:15][CH2:14]4.Cl, predict the reaction product. The product is: [NH2:22][N:19]1[C:13]2([CH2:18][CH2:17][O:16][CH2:15][CH2:14]2)[CH2:12][C:10]2[NH:11][C:6]3[CH:5]=[CH:4][C:3]([O:2][CH3:1])=[CH:26][C:7]=3[S:8][C:9]=2[C:20]1=[O:21]. (2) Given the reactants [Cl:1][C:2]1[CH:10]=[CH:9][C:8]2[N:7]([CH2:11][C:12]([C:20]3[CH:25]=[CH:24][CH:23]=[CH:22][CH:21]=3)([C:14]3[CH:19]=[CH:18][CH:17]=[CH:16][CH:15]=3)O)[C:6]3[CH2:26][CH2:27][N:28]([CH3:30])[CH2:29][C:5]=3[C:4]=2[CH:3]=1.S(Cl)(Cl)=O.[OH-].[Na+], predict the reaction product. The product is: [Cl:1][C:2]1[CH:10]=[CH:9][C:8]2[N:7]([CH:11]=[C:12]([C:14]3[CH:15]=[CH:16][CH:17]=[CH:18][CH:19]=3)[C:20]3[CH:25]=[CH:24][CH:23]=[CH:22][CH:21]=3)[C:6]3[CH2:26][CH2:27][N:28]([CH3:30])[CH2:29][C:5]=3[C:4]=2[CH:3]=1. (3) Given the reactants [Cl:1][C:2]1[C:6]([NH2:7])=[CH:5][N:4]([C:8]2[CH:9]=[N:10][CH:11]=[CH:12][CH:13]=2)[N:3]=1.[C:14](Cl)(=[O:16])[CH3:15].C(OC(=O)C)(=O)C, predict the reaction product. The product is: [Cl:1][C:2]1[C:6]([NH:7][C:14](=[O:16])[CH3:15])=[CH:5][N:4]([C:8]2[CH:9]=[N:10][CH:11]=[CH:12][CH:13]=2)[N:3]=1. (4) Given the reactants [Cl:1][C:2]1[CH:3]=[C:4]([CH:14]([CH3:16])[CH3:15])[C:5]2[O:9][CH:8]([CH2:10][NH2:11])[CH2:7][C:6]=2[C:12]=1[CH3:13].C(N(C(C)C)CC)(C)C.Cl[C:27]([O:29][CH2:30][C:31]1[CH:36]=[CH:35][CH:34]=[CH:33][CH:32]=1)=[O:28].C(OC(=O)NCC1CC2C=CC=C(C3CCCC3)C=2O1)C1C=CC=CC=1, predict the reaction product. The product is: [CH2:30]([O:29][C:27](=[O:28])[NH:11][CH2:10][CH:8]1[CH2:7][C:6]2[C:12]([CH3:13])=[C:2]([Cl:1])[CH:3]=[C:4]([CH:14]([CH3:16])[CH3:15])[C:5]=2[O:9]1)[C:31]1[CH:36]=[CH:35][CH:34]=[CH:33][CH:32]=1. (5) Given the reactants [Cl-].[Al+3].[Cl-].[Cl-].[CH3:5][O:6][C:7]1[CH:8]=[C:9]2[C:14](=[CH:15][CH:16]=1)[N:13]([CH3:17])[C:12](=[O:18])[CH2:11][C:10]2([CH3:20])[CH3:19].[CH3:21][O:22]C(Cl)Cl, predict the reaction product. The product is: [CH3:5][O:6][C:7]1[CH:8]=[C:9]2[C:14](=[CH:15][C:16]=1[CH:21]=[O:22])[N:13]([CH3:17])[C:12](=[O:18])[CH2:11][C:10]2([CH3:20])[CH3:19]. (6) The product is: [F:23][C:20]1[CH:21]=[CH:22][C:17]([N+:14]([O-:16])=[O:15])=[C:18]([CH:19]=1)[O:24][CH:18]([CH3:19])[CH2:17][NH:14][C:1](=[O:2])[O:3][C:4]([CH3:5])([CH3:6])[CH3:7]. Given the reactants [C:1](CC(O)CCN)([O:3][C:4]([CH3:7])([CH3:6])[CH3:5])=[O:2].[N+:14]([C:17]1[CH:22]=[CH:21][C:20]([F:23])=[CH:19][C:18]=1[OH:24])([O-:16])=[O:15], predict the reaction product. (7) Given the reactants [CH3:1][C:2]([S@@:5]([NH2:7])=[O:6])([CH3:4])[CH3:3].[F:8][C:9]1[CH:10]=[C:11]([C:15](=O)[CH3:16])[CH:12]=[CH:13][CH:14]=1.CC(=O)OCC.O, predict the reaction product. The product is: [F:8][C:9]1[CH:10]=[C:11](/[C:15](=[N:7]/[S@:5]([C:2]([CH3:4])([CH3:3])[CH3:1])=[O:6])/[CH3:16])[CH:12]=[CH:13][CH:14]=1.